Dataset: Catalyst prediction with 721,799 reactions and 888 catalyst types from USPTO. Task: Predict which catalyst facilitates the given reaction. (1) Reactant: [CH3:1]C([O-])(C)C.[Na+].[CH3:7][C:8]1[S:9][CH:10]=[CH:11][C:12]=1[CH2:13][CH2:14][OH:15].CI. Product: [CH3:1][O:15][CH2:14][CH2:13][C:12]1[CH:11]=[CH:10][S:9][C:8]=1[CH3:7]. The catalyst class is: 680. (2) Reactant: [NH2:1][C:2]1[CH:22]=[CH:21][C:5]([O:6][C:7]2[C:12]([C:13]3[CH:18]=[CH:17][N:16]=[C:15]([C:19]#[N:20])[CH:14]=3)=[CH:11][CH:10]=[CH:9][N:8]=2)=[CH:4][CH:3]=1.CS(C)=[O:25].OO.C(=O)([O-])[O-].[K+].[K+]. Product: [NH2:1][C:2]1[CH:3]=[CH:4][C:5]([O:6][C:7]2[C:12]([C:13]3[CH:18]=[CH:17][N:16]=[C:15]([C:19]([NH2:20])=[O:25])[CH:14]=3)=[CH:11][CH:10]=[CH:9][N:8]=2)=[CH:21][CH:22]=1. The catalyst class is: 6. (3) Reactant: [Cl:1][C:2]1[CH:7]=[C:6]([N+:8]([O-])=O)[CH:5]=[C:4]([Cl:11])[C:3]=1[CH3:12].O.O.[Sn](Cl)Cl. Product: [Cl:1][C:2]1[CH:7]=[C:6]([CH:5]=[C:4]([Cl:11])[C:3]=1[CH3:12])[NH2:8]. The catalyst class is: 8. (4) Reactant: C([O-])(=O)C.[NH4+].[CH2:6]([N:13]1[CH2:18][CH:17]([CH3:19])[C:16](=O)[C:15]([CH3:23])([CH2:21][CH3:22])[CH2:14]1)[C:7]1[CH:12]=[CH:11][CH:10]=[CH:9][CH:8]=1.C([BH3-])#[N:25].[Na+]. Product: [NH2:25][CH:16]1[CH:17]([CH3:19])[CH2:18][N:13]([CH2:6][C:7]2[CH:12]=[CH:11][CH:10]=[CH:9][CH:8]=2)[CH2:14][C:15]1([CH3:23])[CH2:21][CH3:22]. The catalyst class is: 5. (5) Reactant: [C:1]([C:3]1[CH:4]=[C:5]([CH:9]=[C:10]([C:12]([F:15])([F:14])[F:13])[CH:11]=1)[C:6](O)=[O:7])#[N:2].Cl.[CH3:17][NH:18][O:19][CH3:20].C(N(CC)C(C)C)(C)C.P(C#N)(OCC)(OCC)=O. Product: [C:1]([C:3]1[CH:4]=[C:5]([CH:9]=[C:10]([C:12]([F:15])([F:14])[F:13])[CH:11]=1)[C:6]([N:18]([O:19][CH3:20])[CH3:17])=[O:7])#[N:2]. The catalyst class is: 7. (6) Reactant: [F:1][C:2]([F:21])([F:20])[S:3]([O:6][C:7]1[C:18]([CH3:19])=[N:17][C:10]2[N:11]=[C:12](SC)[N:13]=[CH:14][C:9]=2[CH:8]=1)(=[O:5])=[O:4].C(O)(=O)C.[O-]Cl.[Na+].[CH3:29][NH2:30].C1COCC1. Product: [F:1][C:2]([F:21])([F:20])[S:3]([O:6][C:7]1[C:18]([CH3:19])=[N:17][C:10]2[N:11]=[C:12]([NH:30][CH3:29])[N:13]=[CH:14][C:9]=2[CH:8]=1)(=[O:5])=[O:4]. The catalyst class is: 9. (7) Product: [CH3:1][C:2]1[O:6][C:5]([C:7]2[CH:12]=[CH:11][CH:10]=[CH:9][CH:8]=2)=[N:4][C:3]=1[CH2:13][O:14][C:15]1[CH:16]=[CH:17][C:18]([S:21][C:22]2[O:23][C:24]([CH2:33][CH2:34][C:35]([OH:37])=[O:36])=[C:25]([C:27]3[CH:28]=[CH:29][CH:30]=[CH:31][CH:32]=3)[N:26]=2)=[CH:19][CH:20]=1. Reactant: [CH3:1][C:2]1[O:6][C:5]([C:7]2[CH:12]=[CH:11][CH:10]=[CH:9][CH:8]=2)=[N:4][C:3]=1[CH2:13][O:14][C:15]1[CH:20]=[CH:19][C:18]([S:21][C:22]2[O:23][C:24]([CH2:33][CH2:34][C:35]([O:37]C)=[O:36])=[C:25]([C:27]3[CH:32]=[CH:31][CH:30]=[CH:29][CH:28]=3)[N:26]=2)=[CH:17][CH:16]=1.O.[OH-].[Li+].O1CCCC1.Cl. The catalyst class is: 24. (8) Reactant: [Br:1][C:2]1[C:11]2[O:10][CH:9]([C:12]([F:15])([F:14])[F:13])[C:8]([C:16]([O:18]CC)=[O:17])=[CH:7][C:6]=2[CH:5]=[C:4]([Cl:21])[CH:3]=1.C(O)C.[OH-].[Na+].Cl. Product: [Br:1][C:2]1[C:11]2[O:10][CH:9]([C:12]([F:14])([F:13])[F:15])[C:8]([C:16]([OH:18])=[O:17])=[CH:7][C:6]=2[CH:5]=[C:4]([Cl:21])[CH:3]=1. The catalyst class is: 132. (9) Reactant: [C:1]([C:4]1[CH:5]=[C:6]([CH:20]=[CH:21][CH:22]=1)[CH2:7][N:8]1[C:17]2[CH2:16][CH2:15][CH2:14][CH2:13][C:12]=2[C:11](=[O:18])[NH:10][C:9]1=[O:19])(O)=[O:2].[N:23]1[CH:28]=[CH:27][CH:26]=[N:25][C:24]=1[N:29]1[CH2:34][CH2:33][NH:32][CH2:31][CH2:30]1.F[P-](F)(F)(F)(F)F.N1(OC(N(C)C)=[N+](C)C)C2N=CC=CC=2N=N1.C(N(CC)C(C)C)(C)C. Product: [N:23]1[CH:28]=[CH:27][CH:26]=[N:25][C:24]=1[N:29]1[CH2:34][CH2:33][N:32]([C:1]([C:4]2[CH:5]=[C:6]([CH:20]=[CH:21][CH:22]=2)[CH2:7][N:8]2[C:17]3[CH2:16][CH2:15][CH2:14][CH2:13][C:12]=3[C:11](=[O:18])[NH:10][C:9]2=[O:19])=[O:2])[CH2:31][CH2:30]1. The catalyst class is: 18. (10) Reactant: C(OC([N:8]1[C@@H:12]([CH2:13][NH:14]C(OC(C)(C)C)=O)[C@H:11]([O:22]CC2C=CC=CC=2)[C@@H:10]([O:30]CC2C=CC=CC=2)[C@H:9]1[CH2:38][NH2:39])=O)(C)(C)C. Product: [NH2:39][CH2:38][C@@H:9]1[C@H:10]([OH:30])[C@@H:11]([OH:22])[C@H:12]([CH2:13][NH2:14])[NH:8]1. The catalyst class is: 29.